Task: Predict which catalyst facilitates the given reaction.. Dataset: Catalyst prediction with 721,799 reactions and 888 catalyst types from USPTO (1) Reactant: Br[C:2]1[CH:7]=[CH:6][C:5]([B:8]2[O:12]C(C)(C)C(C)(C)[O:9]2)=[CH:4][CH:3]=1.[C:17](=O)([O-])[O-].[K+].[K+].[C:23]([N:26]1[CH2:31][CH2:30][NH:29][CH2:28][CH2:27]1)(=[O:25])[CH3:24]. Product: [C:23]([N:26]1[CH2:31][CH2:30][N:29]([CH2:17][C:2]2[CH:3]=[CH:4][C:5]([B:8]([OH:9])[OH:12])=[CH:6][CH:7]=2)[CH2:28][CH2:27]1)(=[O:25])[CH3:24]. The catalyst class is: 3. (2) Reactant: [OH:1][C:2]1[C:11]2[C:6](=[CH:7][CH:8]=[CH:9][CH:10]=2)[NH:5][C:4](=[O:12])[C:3]=1[C:13](=[O:28])[CH:14]=[CH:15][C:16]1[CH:21]=[CH:20][CH:19]=[C:18]([O:22][CH2:23][C:24]([O:26]C)=[O:25])[CH:17]=1.[OH-].[Na+]. Product: [OH:1][C:2]1[C:11]2[C:6](=[CH:7][CH:8]=[CH:9][CH:10]=2)[NH:5][C:4](=[O:12])[C:3]=1[C:13](=[O:28])[CH:14]=[CH:15][C:16]1[CH:21]=[CH:20][CH:19]=[C:18]([O:22][CH2:23][C:24]([OH:26])=[O:25])[CH:17]=1. The catalyst class is: 5.